Dataset: Forward reaction prediction with 1.9M reactions from USPTO patents (1976-2016). Task: Predict the product of the given reaction. (1) Given the reactants [C:1]([O:5][C:6]([N:8]1[CH2:12][C@H:11]([CH2:13]C(O)=O)[C@H:10]([CH2:17][C:18]([OH:20])=O)[CH2:9]1)=[O:7])([CH3:4])([CH3:3])[CH3:2].C([O-])(=O)C.[Na+], predict the reaction product. The product is: [O:20]=[C:18]1[CH2:13][C@@H:11]2[CH2:12][N:8]([C:6]([O:5][C:1]([CH3:2])([CH3:3])[CH3:4])=[O:7])[CH2:9][C@@H:10]2[CH2:17]1. (2) Given the reactants [NH2:1][C:2]1[CH:6]=[CH:5][S:4][C:3]=1[C:7]([O:9][CH3:10])=[O:8].[F:11][C:12]([F:24])([F:23])[C:13]1[CH:14]=[C:15]([S:19](Cl)(=[O:21])=[O:20])[CH:16]=[CH:17][CH:18]=1.N1C=CC=CC=1, predict the reaction product. The product is: [F:24][C:12]([F:11])([F:23])[C:13]1[CH:14]=[C:15]([S:19]([NH:1][C:2]2[CH:6]=[CH:5][S:4][C:3]=2[C:7]([O:9][CH3:10])=[O:8])(=[O:20])=[O:21])[CH:16]=[CH:17][CH:18]=1. (3) The product is: [F:16][C:11]1[CH:10]=[C:9]([CH:14]=[CH:13][C:12]=1[F:15])[O:8][C:5]1[CH:6]=[CH:7][C:2]([NH:29][C:28]2[CH:30]=[CH:31][CH:32]=[C:26]([O:25][CH2:24][CH2:23][N:17]3[CH2:18][CH2:19][O:20][CH2:21][CH2:22]3)[CH:27]=2)=[N:3][CH:4]=1. Given the reactants Cl[C:2]1[CH:7]=[CH:6][C:5]([O:8][C:9]2[CH:14]=[CH:13][C:12]([F:15])=[C:11]([F:16])[CH:10]=2)=[CH:4][N:3]=1.[N:17]1([CH2:23][CH2:24][O:25][C:26]2[CH:27]=[C:28]([CH:30]=[CH:31][CH:32]=2)[NH2:29])[CH2:22][CH2:21][O:20][CH2:19][CH2:18]1.C1(P(C2C=CC=CC=2)C2C3OC4C(=CC=CC=4P(C4C=CC=CC=4)C4C=CC=CC=4)C(C)(C)C=3C=CC=2)C=CC=CC=1.C(=O)([O-])[O-].[Cs+].[Cs+], predict the reaction product.